This data is from Forward reaction prediction with 1.9M reactions from USPTO patents (1976-2016). The task is: Predict the product of the given reaction. (1) Given the reactants [CH3:1][C:2]1[CH:3]=[C:4]([CH2:9]O)[CH:5]=[CH:6][C:7]=1[CH3:8].[Br:11]P(Br)Br, predict the reaction product. The product is: [Br:11][CH2:9][C:4]1[CH:5]=[CH:6][C:7]([CH3:8])=[C:2]([CH3:1])[CH:3]=1. (2) Given the reactants [Cl-].O[NH3+:3].[C:4](=[O:7])([O-])[OH:5].[Na+].CS(C)=O.[CH3:13][C:14]1([CH3:48])[CH2:18][C:17]2[CH:19]=[C:20]([N:23]3[C:28](=[O:29])[C:27]([CH2:30][C:31]4[CH:36]=[CH:35][C:34]([C:37]5[C:38]([C:43]#[N:44])=[CH:39][CH:40]=[CH:41][CH:42]=5)=[CH:33][CH:32]=4)=[C:26]([CH2:45][CH2:46][CH3:47])[N:25]=[CH:24]3)[CH:21]=[CH:22][C:16]=2[O:15]1, predict the reaction product. The product is: [CH3:13][C:14]1([CH3:48])[CH2:18][C:17]2[CH:19]=[C:20]([N:23]3[C:28](=[O:29])[C:27]([CH2:30][C:31]4[CH:36]=[CH:35][C:34]([C:37]5[CH:42]=[CH:41][CH:40]=[CH:39][C:38]=5[C:43]5[NH:3][C:4](=[O:7])[O:5][N:44]=5)=[CH:33][CH:32]=4)=[C:26]([CH2:45][CH2:46][CH3:47])[N:25]=[CH:24]3)[CH:21]=[CH:22][C:16]=2[O:15]1. (3) Given the reactants [CH3:1][C:2]1[CH:7]=[CH:6][C:5]([N+:8]([O-])=O)=[CH:4][C:3]=1[NH:11][C:12]1C=[C:16]([C:18]2[CH:19]=[N:20][CH:21]=[CH:22][CH:23]=2)[CH:15]=[CH:14][N:13]=1.O.[NH2:25]N, predict the reaction product. The product is: [CH3:1][C:2]1[C:3]([NH:11][C:12]2[N:25]=[C:16]([C:18]3[CH:19]=[N:20][CH:21]=[CH:22][CH:23]=3)[CH:15]=[CH:14][N:13]=2)=[CH:4][C:5]([NH2:8])=[CH:6][CH:7]=1. (4) The product is: [C:1]([C:5]1[CH:10]=[CH:9][CH:8]=[CH:7][C:6]=1[N:11]1[CH2:16][CH2:15][N:14]([C:17]([N:25]2[CH2:30][CH2:29][CH:28]([OH:31])[CH2:27][CH2:26]2)=[O:18])[CH2:13][CH2:12]1)([CH3:4])([CH3:2])[CH3:3]. Given the reactants [C:1]([C:5]1[CH:10]=[CH:9][CH:8]=[CH:7][C:6]=1[N:11]1[CH2:16][CH2:15][N:14]([C:17](OCC(Cl)(Cl)Cl)=[O:18])[CH2:13][CH2:12]1)([CH3:4])([CH3:3])[CH3:2].[NH:25]1[CH2:30][CH2:29][CH:28]([OH:31])[CH2:27][CH2:26]1.C(N(C(C)C)C(C)C)C.C([O-])(O)=O.[Na+], predict the reaction product.